This data is from Catalyst prediction with 721,799 reactions and 888 catalyst types from USPTO. The task is: Predict which catalyst facilitates the given reaction. (1) Reactant: Cl[C:2]([O:4][CH2:5][C:6]1[CH:11]=[CH:10][CH:9]=[CH:8][CH:7]=1)=[O:3].[CH:12]1([NH2:16])[CH2:15][CH2:14][CH2:13]1.C(N(CC)CC)C. Product: [CH:12]1([NH:16][C:2](=[O:3])[O:4][CH2:5][C:6]2[CH:11]=[CH:10][CH:9]=[CH:8][CH:7]=2)[CH2:15][CH2:14][CH2:13]1. The catalyst class is: 4. (2) Reactant: [C:1]([NH:5][C:6]1[N:11]=[C:10]([S:12][CH3:13])[C:9]([C:14]#[N:15])=[CH:8][N:7]=1)([CH3:4])([CH3:3])[CH3:2].[OH-:16].[Na+].OO.O. Product: [C:1]([NH:5][C:6]1[N:11]=[C:10]([S:12][CH3:13])[C:9]([C:14]([NH2:15])=[O:16])=[CH:8][N:7]=1)([CH3:4])([CH3:2])[CH3:3]. The catalyst class is: 16. (3) Reactant: C(Cl)Cl.[CH3:4][O:5][C:6]1[C:7]([CH2:19][C@@H:20]2[O:22][C@:21]2([CH2:24][CH2:25][CH2:26][C:27]([O:30][CH3:31])([CH3:29])[CH3:28])[CH3:23])([CH2:14][CH:15]=[C:16]([CH3:18])[CH3:17])[C:8]([O:12][CH3:13])=[CH:9][CH2:10][CH:11]=1.N1C(C)=CC=CC=1C.FC(F)(F)S(O[Si](C)(C)C)(=O)=O. Product: [CH3:13][O:12][C:8]1[C@@:7]2([CH2:14][CH:15]=[C:16]([CH3:18])[CH3:17])[CH2:19][CH:20]3[O:22][C@@:6]2([O:5][CH3:4])[C@H:11]([CH2:10][CH:9]=1)[C@@:21]3([CH2:24][CH2:25][CH2:26][C:27]([O:30][CH3:31])([CH3:29])[CH3:28])[CH3:23]. The catalyst class is: 521. (4) Reactant: C([N:4]1[C:8]([CH3:9])=[C:7]([CH2:10][C:11]2[CH:16]=[CH:15][C:14]([O:17][CH:18]([CH3:20])[CH3:19])=[CH:13][CH:12]=2)[C:6]([O:21][C@@H:22]2[O:48][C@H:47]([CH2:49][O:50][C:51](=[O:56])[C:52]([CH3:55])([CH3:54])[CH3:53])[C@@H:39]([O:40][C:41](=[O:46])[C:42]([CH3:45])([CH3:44])[CH3:43])[C@H:31]([O:32][C:33](=[O:38])[C:34]([CH3:37])([CH3:36])[CH3:35])[C@H:23]2[O:24][C:25](=[O:30])[C:26]([CH3:29])([CH3:28])[CH3:27])=[N:5]1)(=O)C.C(=O)(O)[O-].[K+].C(O)(=O)C. Product: [CH:18]([O:17][C:14]1[CH:13]=[CH:12][C:11]([CH2:10][C:7]2[C:6]([O:21][C@@H:22]3[O:48][C@H:47]([CH2:49][O:50][C:51](=[O:56])[C:52]([CH3:53])([CH3:55])[CH3:54])[C@@H:39]([O:40][C:41](=[O:46])[C:42]([CH3:45])([CH3:44])[CH3:43])[C@H:31]([O:32][C:33](=[O:38])[C:34]([CH3:35])([CH3:37])[CH3:36])[C@H:23]3[O:24][C:25](=[O:30])[C:26]([CH3:29])([CH3:28])[CH3:27])=[N:5][NH:4][C:8]=2[CH3:9])=[CH:16][CH:15]=1)([CH3:20])[CH3:19]. The catalyst class is: 24.